From a dataset of Forward reaction prediction with 1.9M reactions from USPTO patents (1976-2016). Predict the product of the given reaction. The product is: [CH3:18][N:17]([CH3:19])[C:14]1[CH:15]=[CH:16][C:11]([NH:10][CH2:7][CH3:8])=[CH:12][CH:13]=1. Given the reactants [H-].[H-].[H-].[H-].[Li+].[Al+3].[C:7]([NH:10][C:11]1[CH:16]=[CH:15][C:14]([N:17]([CH3:19])[CH3:18])=[CH:13][CH:12]=1)(=O)[CH3:8], predict the reaction product.